From a dataset of Forward reaction prediction with 1.9M reactions from USPTO patents (1976-2016). Predict the product of the given reaction. (1) Given the reactants O.[OH-].[Li+].[F:4][C:5]1[CH:10]=[CH:9][CH:8]=[CH:7][C:6]=1[C:11]1[CH:12]=[N:13][C:14]([N:17]2[C:25]3[C:20](=[CH:21][CH:22]=[C:23]([C:26]([O:28]C)=[O:27])[CH:24]=3)[C:19]([S:30]([CH3:32])=[O:31])=[CH:18]2)=[N:15][CH:16]=1, predict the reaction product. The product is: [F:4][C:5]1[CH:10]=[CH:9][CH:8]=[CH:7][C:6]=1[C:11]1[CH:12]=[N:13][C:14]([N:17]2[C:25]3[C:20](=[CH:21][CH:22]=[C:23]([C:26]([OH:28])=[O:27])[CH:24]=3)[C:19]([S:30]([CH3:32])=[O:31])=[CH:18]2)=[N:15][CH:16]=1. (2) The product is: [N:1]1[C:9]([NH:10][C@H:11]([C:13]2[N:14]([C:25]3[CH:30]=[CH:29][CH:28]=[CH:27][CH:26]=3)[C:15](=[O:24])[C:16]3[C:21]([CH:22]=2)=[CH:20][CH:19]=[CH:18][C:17]=3[N:31]2[CH2:35][CH2:34][CH2:33][CH2:32]2)[CH3:12])=[C:8]2[C:4]([NH:5][CH:6]=[N:7]2)=[N:3][CH:2]=1. Given the reactants [N:1]1[C:9]([NH:10][C@H:11]([C:13]2[N:14]([C:25]3[CH:30]=[CH:29][CH:28]=[CH:27][CH:26]=3)[C:15](=[O:24])[C:16]3[C:21]([CH:22]=2)=[CH:20][CH:19]=[CH:18][C:17]=3Cl)[CH3:12])=[C:8]2[C:4]([NH:5][CH:6]=[N:7]2)=[N:3][CH:2]=1.[NH:31]1[CH2:35][CH2:34][CH2:33][CH2:32]1, predict the reaction product. (3) Given the reactants [Bi](Br)(Br)[Br:2].[Br:5][C:6]1[CH:13]=[CH:12][C:9]([CH:10]=[O:11])=[CH:8][C:7]=1[F:14].[CH2:15]([CH:17]([CH:20]=[CH2:21])[CH2:18]O)[CH3:16].Cl, predict the reaction product. The product is: [Br:2][CH:15]1[CH:17]([CH2:20][CH3:21])[CH2:18][O:11][CH:10]([C:9]2[CH:12]=[CH:13][C:6]([Br:5])=[C:7]([F:14])[CH:8]=2)[CH2:16]1.